Dataset: Reaction yield outcomes from USPTO patents with 853,638 reactions. Task: Predict the reaction yield, written as a fraction of the theoretical maximum amount of product (1.0 means a 100% yield; for example, 0.34 means a 34% yield). (1) The reactants are [H-].[Al+3].[Li+].[H-].[H-].[H-].[Cl:7][C:8]1[CH:16]=[C:15]2[C:11]([CH:12]=[C:13]([C:20]([O:22]C)=[O:21])[N:14]2[CH2:17][C:18]#[N:19])=[CH:10][CH:9]=1.[OH-:24].[Na+].S([O-])([O-])(=O)=[O:27].[Mg+2]. The catalyst is CCOCC.O. The product is [C:20]([OH:22])(=[O:21])/[CH:13]=[CH:12]/[C:11]([OH:27])=[O:24].[Cl:7][C:8]1[CH:9]=[CH:10][C:11]2[CH:12]=[C:13]3[CH2:20][NH:19][CH2:18][CH2:17][N:14]3[C:15]=2[CH:16]=1. The yield is 0.560. (2) The reactants are [H-].[Na+].[Br:3][C:4]1[CH:5]=[C:6]2[C:10](=[CH:11][CH:12]=1)[NH:9][CH:8]=[CH:7]2.[C:13]1([N:19]=[C:20]=[O:21])[CH:18]=[CH:17][CH:16]=[CH:15][CH:14]=1. The catalyst is CN(C)C=O. The product is [Br:3][C:4]1[CH:5]=[C:6]2[C:10](=[CH:11][CH:12]=1)[N:9]([C:20]([NH:19][C:13]1[CH:18]=[CH:17][CH:16]=[CH:15][CH:14]=1)=[O:21])[CH:8]=[CH:7]2. The yield is 0.560.